This data is from Full USPTO retrosynthesis dataset with 1.9M reactions from patents (1976-2016). The task is: Predict the reactants needed to synthesize the given product. (1) Given the product [CH3:1][C:2]1[C:10]2[O:9][CH2:8][CH2:7][C:6]=2[CH:5]=[CH:4][C:3]=1[C:11]([OH:13])=[O:12], predict the reactants needed to synthesize it. The reactants are: [CH3:1][C:2]1[C:10]2[O:9][CH:8]=[CH:7][C:6]=2[CH:5]=[CH:4][C:3]=1[C:11]([OH:13])=[O:12].[H][H]. (2) Given the product [CH2:1]([C:8]1[C:12]([CH2:1][CH2:2][CH2:3][CH3:4])=[CH:11][S:10][CH:9]=1)[CH2:2][CH2:3][CH3:4], predict the reactants needed to synthesize it. The reactants are: [CH2:1]([Mg]Br)[CH2:2][CH2:3][CH3:4].Br[C:8]1[C:12](Br)=[CH:11][S:10][CH:9]=1.O. (3) Given the product [Cl:2][CH2:3][CH2:4][CH2:5][NH:6][C:14](=[O:15])[O:16][C:17]([CH3:20])([CH3:19])[CH3:18], predict the reactants needed to synthesize it. The reactants are: Cl.[Cl:2][CH2:3][CH2:4][CH2:5][NH2:6].C(N(CC)CC)C.[C:14](O[C:14]([O:16][C:17]([CH3:20])([CH3:19])[CH3:18])=[O:15])([O:16][C:17]([CH3:20])([CH3:19])[CH3:18])=[O:15]. (4) Given the product [Br:1][C:2]1[C:10]2[O:9][CH:8]=[C:7]([C:11]#[N:21])[C:6]=2[C:5]([F:13])=[C:4]([F:14])[CH:3]=1, predict the reactants needed to synthesize it. The reactants are: [Br:1][C:2]1[C:10]2[O:9][CH:8]=[C:7]([CH:11]=O)[C:6]=2[C:5]([F:13])=[C:4]([F:14])[CH:3]=1.C([O-])(=O)C.[Na+].Cl.[NH2:21]O.C(OC(=O)C)(=O)C. (5) The reactants are: [OH:1][CH:2]1[CH:7]([C:8]2[CH:13]=[CH:12][C:11]([OH:14])=[CH:10][CH:9]=2)[CH2:6][CH2:5][N:4]([C:15]([O:17][C:18]([CH3:21])([CH3:20])[CH3:19])=[O:16])[CH2:3]1.C1(C)C=CC(S(O[CH2:32][CH2:33][O:34][CH2:35][CH2:36][C:37]2[CH:42]=[CH:41][CH:40]=[CH:39][C:38]=2[O:43][CH3:44])(=O)=O)=CC=1. Given the product [OH:1][CH:2]1[CH:7]([C:8]2[CH:9]=[CH:10][C:11]([O:14][CH2:32][CH2:33][O:34][CH2:35][CH2:36][C:37]3[CH:42]=[CH:41][CH:40]=[CH:39][C:38]=3[O:43][CH3:44])=[CH:12][CH:13]=2)[CH2:6][CH2:5][N:4]([C:15]([O:17][C:18]([CH3:21])([CH3:20])[CH3:19])=[O:16])[CH2:3]1, predict the reactants needed to synthesize it. (6) Given the product [CH3:45][N:42]1[CH2:43][CH2:44][CH:39]([NH:38][C:2]2[CH:7]=[C:6]([C:8]3[CH:37]=[CH:36][C:11]4[N:12]([C:15]5[S:19][C:18]([C:20]([NH2:22])=[O:21])=[C:17]([O:23][C@@H:24]([C:26]6[CH:31]=[CH:30][CH:29]=[CH:28][C:27]=6[C:32]([F:35])([F:34])[F:33])[CH3:25])[CH:16]=5)[CH:13]=[N:14][C:10]=4[CH:9]=3)[CH:5]=[CH:4][N:3]=2)[CH2:40][CH2:41]1, predict the reactants needed to synthesize it. The reactants are: F[C:2]1[CH:7]=[C:6]([C:8]2[CH:37]=[CH:36][C:11]3[N:12]([C:15]4[S:19][C:18]([C:20]([NH2:22])=[O:21])=[C:17]([O:23][C@@H:24]([C:26]5[CH:31]=[CH:30][CH:29]=[CH:28][C:27]=5[C:32]([F:35])([F:34])[F:33])[CH3:25])[CH:16]=4)[CH:13]=[N:14][C:10]=3[CH:9]=2)[CH:5]=[CH:4][N:3]=1.[NH2:38][CH:39]1[CH2:44][CH2:43][N:42]([CH3:45])[CH2:41][CH2:40]1.C(O)C.